The task is: Predict the reactants needed to synthesize the given product.. This data is from Full USPTO retrosynthesis dataset with 1.9M reactions from patents (1976-2016). (1) The reactants are: C(OC([N:8]1[CH2:20][C:19]2[S:18][C:17]3[N:16]=[C:15]([CH3:21])[C:14]([C:22](=[O:24])[CH3:23])=[C:13]([C:25]4[CH:30]=[CH:29][CH:28]=[CH:27][CH:26]=4)[C:12]=3[C:11]=2[CH2:10][CH2:9]1)=O)(C)(C)C.FC(F)(F)C(O)=O.C([O-])(O)=O.[Na+]. Given the product [CH3:21][C:15]1[C:14]([C:22](=[O:24])[CH3:23])=[C:13]([C:25]2[CH:30]=[CH:29][CH:28]=[CH:27][CH:26]=2)[C:12]2[C:11]3[CH2:10][CH2:9][NH:8][CH2:20][C:19]=3[S:18][C:17]=2[N:16]=1, predict the reactants needed to synthesize it. (2) Given the product [C:34]1([CH:33]([C:40]2[CH:41]=[CH:42][CH:43]=[CH:44][CH:45]=2)[N:4]2[CH2:9][CH2:8][CH:7]([NH:10][C:11]3[CH:12]=[CH:13][C:14]4[N:15]([C:17]([C:20]5[CH:25]=[CH:24][N:23]=[CH:22][CH:21]=5)=[CH:18][N:19]=4)[N:16]=3)[CH2:6][CH2:5]2)[CH:39]=[CH:38][CH:37]=[CH:36][CH:35]=1, predict the reactants needed to synthesize it. The reactants are: Cl.Cl.Cl.[NH:4]1[CH2:9][CH2:8][CH:7]([NH:10][C:11]2[CH:12]=[CH:13][C:14]3[N:15]([C:17]([C:20]4[CH:25]=[CH:24][N:23]=[CH:22][CH:21]=4)=[CH:18][N:19]=3)[N:16]=2)[CH2:6][CH2:5]1.C([O-])([O-])=O.[K+].[K+].Br[CH:33]([C:40]1[CH:45]=[CH:44][CH:43]=[CH:42][CH:41]=1)[C:34]1[CH:39]=[CH:38][CH:37]=[CH:36][CH:35]=1.O. (3) The reactants are: [ClH:1].[OH-].[Na+:3].[C:4]1([OH:10])[CH:9]=[CH:8][CH:7]=[CH:6][CH:5]=1.O.[C:12]([OH:24])(=[O:23])[CH2:13][C:14]([CH2:19][C:20]([OH:22])=[O:21])([C:16]([OH:18])=[O:17])[OH:15]. Given the product [C:4]1([OH:10])[CH:9]=[CH:8][CH:7]=[CH:6][CH:5]=1.[CH:13]1[C:12]([OH:24])=[CH:4][CH:20]=[CH:19][C:14]=1[CH3:16].[Na+:3].[Cl-:1].[OH2:15].[C:12]([OH:24])(=[O:23])[CH2:13][C:14]([CH2:19][C:20]([OH:22])=[O:21])([C:16]([OH:18])=[O:17])[OH:15], predict the reactants needed to synthesize it. (4) Given the product [CH3:23][N:21]([CH3:22])[C:20]([C:12]1[CH:11]=[C:10]2[C:15]([CH2:16][CH2:17][NH:8][CH:9]2[CH2:25][C:26]2[CH:31]=[CH:30][C:29]([Cl:32])=[C:28]([Cl:33])[CH:27]=2)=[CH:14][C:13]=1[O:18][CH3:19])=[O:24], predict the reactants needed to synthesize it. The reactants are: C(OC([N:8]1[CH2:17][CH2:16][C:15]2[C:10](=[CH:11][C:12]([C:20](=[O:24])[N:21]([CH3:23])[CH3:22])=[C:13]([O:18][CH3:19])[CH:14]=2)[CH:9]1[CH2:25][C:26]1[CH:31]=[CH:30][C:29]([Cl:32])=[C:28]([Cl:33])[CH:27]=1)=O)(C)(C)C.